This data is from Peptide-MHC class II binding affinity with 134,281 pairs from IEDB. The task is: Regression. Given a peptide amino acid sequence and an MHC pseudo amino acid sequence, predict their binding affinity value. This is MHC class II binding data. The peptide sequence is AILTHVSQIQAVDVT. The MHC is HLA-DQA10301-DQB10302 with pseudo-sequence HLA-DQA10301-DQB10302. The binding affinity (normalized) is 0.242.